Dataset: Catalyst prediction with 721,799 reactions and 888 catalyst types from USPTO. Task: Predict which catalyst facilitates the given reaction. (1) The catalyst class is: 2. Reactant: C(O[C:4]([C:6]1[O:14][C:9]2=[N:10][CH:11]=[CH:12][CH:13]=[C:8]2[C:7]=1[NH2:15])=[O:5])C.ClS([N:20]=[C:21]=[O:22])(=O)=O. Product: [NH:15]1[C:7]2[C:8]3[CH:13]=[CH:12][CH:11]=[N:10][C:9]=3[O:14][C:6]=2[C:4](=[O:5])[NH:20][C:21]1=[O:22]. (2) Reactant: CI.[CH2:3]([C:5]1[CH:6]=[N:7][C:8]([N:11]2[CH2:16][CH2:15][CH:14]([NH:17][C:18](=[O:32])[C@@H:19]([NH:24][C:25](=[O:31])[O:26][C:27]([CH3:30])([CH3:29])[CH3:28])[CH2:20][CH2:21]SC)[CH2:13][CH2:12]2)=[N:9][CH:10]=1)[CH3:4].[H-].[Na+].CN(C=O)C.[Cl-].[NH4+]. Product: [CH2:3]([C:5]1[CH:6]=[N:7][C:8]([N:11]2[CH2:16][CH2:15][CH:14]([N:17]3[CH2:21][CH2:20][C@H:19]([NH:24][C:25](=[O:31])[O:26][C:27]([CH3:30])([CH3:29])[CH3:28])[C:18]3=[O:32])[CH2:13][CH2:12]2)=[N:9][CH:10]=1)[CH3:4]. The catalyst class is: 2. (3) Reactant: [CH2:1](O)[CH2:2][O:3][CH2:4][CH2:5][O:6][CH2:7][CH2:8][OH:9].[N-:11]=[N+:12]=[N-:13]. Product: [N:11]([CH2:1][CH2:2][O:3][CH2:4][CH2:5][O:6][CH2:7][CH2:8][OH:9])=[N+:12]=[N-:13]. The catalyst class is: 19.